From a dataset of Catalyst prediction with 721,799 reactions and 888 catalyst types from USPTO. Predict which catalyst facilitates the given reaction. (1) Reactant: C(OC([N:8]([C:36]1[CH:41]=[C:40]([O:42][CH3:43])[CH:39]=[CH:38][N:37]=1)[CH2:9][CH2:10][CH2:11][O:12][C:13]1[CH:35]=[CH:34][C:16]([CH2:17][C@@H:18]([C:30]([O:32]C)=[O:31])[NH:19][C:20]([C:22]2[C:27]([Cl:28])=[CH:26][CH:25]=[CH:24][C:23]=2[Cl:29])=[O:21])=[CH:15][CH:14]=1)=O)(C)(C)C.C(O)(C(F)(F)F)=O.N. Product: [Cl:29][C:23]1[CH:24]=[CH:25][CH:26]=[C:27]([Cl:28])[C:22]=1[C:20]([NH:19][C@H:18]([C:30]([OH:32])=[O:31])[CH2:17][C:16]1[CH:34]=[CH:35][C:13]([O:12][CH2:11][CH2:10][CH2:9][NH:8][C:36]2[CH:41]=[C:40]([O:42][CH3:43])[CH:39]=[CH:38][N:37]=2)=[CH:14][CH:15]=1)=[O:21]. The catalyst class is: 61. (2) Reactant: [F:1][C:2]1[CH:7]=[C:6]([C:8]([F:11])([F:10])[F:9])[CH:5]=[CH:4][C:3]=1[C:12]1[N:17]=[CH:16][N:15]=[C:14]([NH:18][C:19]2[CH:24]=[CH:23][C:22]([O:25][CH3:26])=[CH:21][CH:20]=2)[C:13]=1[NH2:27].Cl[C:29](Cl)([O:31]C(=O)OC(Cl)(Cl)Cl)Cl.C(N(CC)CC)C. Product: [F:1][C:2]1[CH:7]=[C:6]([C:8]([F:9])([F:10])[F:11])[CH:5]=[CH:4][C:3]=1[C:12]1[N:17]=[CH:16][N:15]=[C:14]2[C:13]=1[NH:27][C:29](=[O:31])[N:18]2[C:19]1[CH:24]=[CH:23][C:22]([O:25][CH3:26])=[CH:21][CH:20]=1. The catalyst class is: 7.